This data is from Forward reaction prediction with 1.9M reactions from USPTO patents (1976-2016). The task is: Predict the product of the given reaction. (1) Given the reactants [C:1]([C:4]1[CH:9]=[CH:8][CH:7]=[CH:6][CH:5]=1)(=[O:3])[CH3:2].[OH-].[K+], predict the reaction product. The product is: [CH3:2][C@@H:1]([OH:3])[C:4]1[CH:9]=[CH:8][CH:7]=[CH:6][CH:5]=1. (2) Given the reactants [CH:1]1(/[C:4](/[C:11]2[CH:16]=[CH:15][N:14]=[C:13]([O:17][CH2:18][CH:19]3[CH2:24][CH2:23][N:22]([C:25]([O:27][C:28]([CH3:31])([CH3:30])[CH3:29])=[O:26])[CH2:21][CH2:20]3)[CH:12]=2)=[CH:5]\[C:6]([O:8][CH2:9][CH3:10])=[O:7])[CH2:3][CH2:2]1, predict the reaction product. The product is: [CH:1]1([CH:4]([C:11]2[CH:16]=[CH:15][N:14]=[C:13]([O:17][CH2:18][CH:19]3[CH2:20][CH2:21][N:22]([C:25]([O:27][C:28]([CH3:29])([CH3:31])[CH3:30])=[O:26])[CH2:23][CH2:24]3)[CH:12]=2)[CH2:5][C:6]([O:8][CH2:9][CH3:10])=[O:7])[CH2:2][CH2:3]1.